This data is from NCI-60 drug combinations with 297,098 pairs across 59 cell lines. The task is: Regression. Given two drug SMILES strings and cell line genomic features, predict the synergy score measuring deviation from expected non-interaction effect. (1) Drug 1: CCC1(CC2CC(C3=C(CCN(C2)C1)C4=CC=CC=C4N3)(C5=C(C=C6C(=C5)C78CCN9C7C(C=CC9)(C(C(C8N6C=O)(C(=O)OC)O)OC(=O)C)CC)OC)C(=O)OC)O.OS(=O)(=O)O. Drug 2: CN(C(=O)NC(C=O)C(C(C(CO)O)O)O)N=O. Cell line: MDA-MB-231. Synergy scores: CSS=1.99, Synergy_ZIP=-3.25, Synergy_Bliss=-6.09, Synergy_Loewe=-12.1, Synergy_HSA=-6.83. (2) Drug 1: CNC(=O)C1=CC=CC=C1SC2=CC3=C(C=C2)C(=NN3)C=CC4=CC=CC=N4. Drug 2: C1=CC(=C2C(=C1NCCNCCO)C(=O)C3=C(C=CC(=C3C2=O)O)O)NCCNCCO. Cell line: SNB-19. Synergy scores: CSS=57.8, Synergy_ZIP=8.50, Synergy_Bliss=7.24, Synergy_Loewe=-14.5, Synergy_HSA=8.20. (3) Drug 2: CC1CCC2CC(C(=CC=CC=CC(CC(C(=O)C(C(C(=CC(C(=O)CC(OC(=O)C3CCCCN3C(=O)C(=O)C1(O2)O)C(C)CC4CCC(C(C4)OC)O)C)C)O)OC)C)C)C)OC. Drug 1: C1=NC2=C(N=C(N=C2N1C3C(C(C(O3)CO)O)O)F)N. Synergy scores: CSS=6.98, Synergy_ZIP=-6.89, Synergy_Bliss=-6.74, Synergy_Loewe=-4.09, Synergy_HSA=-3.76. Cell line: DU-145. (4) Drug 1: CC12CCC(CC1=CCC3C2CCC4(C3CC=C4C5=CN=CC=C5)C)O. Drug 2: C1CC(=O)NC(=O)C1N2C(=O)C3=CC=CC=C3C2=O. Cell line: A549. Synergy scores: CSS=6.34, Synergy_ZIP=-1.68, Synergy_Bliss=0.401, Synergy_Loewe=0.708, Synergy_HSA=0.353. (5) Drug 1: CC1=C(C=C(C=C1)C(=O)NC2=CC(=CC(=C2)C(F)(F)F)N3C=C(N=C3)C)NC4=NC=CC(=N4)C5=CN=CC=C5. Drug 2: CS(=O)(=O)CCNCC1=CC=C(O1)C2=CC3=C(C=C2)N=CN=C3NC4=CC(=C(C=C4)OCC5=CC(=CC=C5)F)Cl. Cell line: OVCAR-4. Synergy scores: CSS=1.06, Synergy_ZIP=0.676, Synergy_Bliss=0.660, Synergy_Loewe=-4.47, Synergy_HSA=-4.39. (6) Drug 1: C1C(C(OC1N2C=C(C(=O)NC2=O)F)CO)O. Drug 2: C1=NC2=C(N=C(N=C2N1C3C(C(C(O3)CO)O)O)F)N. Cell line: NCI-H460. Synergy scores: CSS=42.7, Synergy_ZIP=2.44, Synergy_Bliss=2.47, Synergy_Loewe=-45.0, Synergy_HSA=0.622.